This data is from Catalyst prediction with 721,799 reactions and 888 catalyst types from USPTO. The task is: Predict which catalyst facilitates the given reaction. (1) Reactant: [CH2:1]([N:3]1[C:15]2[CH:14]=[CH:13][C:12]([NH2:16])=[CH:11][C:10]=2[C:9]2[C:4]1=[CH:5][CH:6]=[CH:7][CH:8]=2)[CH3:2].[CH3:17][CH:18]1[CH2:24][C:23](=[O:25])[O:22][C:20](=[O:21])[CH2:19]1.O. Product: [CH2:1]([N:3]1[C:15]2[CH:14]=[CH:13][C:12]([NH:16][C:23](=[O:25])[CH2:24][CH:18]([CH3:17])[CH2:19][C:20]([OH:22])=[O:21])=[CH:11][C:10]=2[C:9]2[C:4]1=[CH:5][CH:6]=[CH:7][CH:8]=2)[CH3:2]. The catalyst class is: 1. (2) The catalyst class is: 7. Product: [NH2:7][C@@H:8]1[C:14](=[O:15])[N:13]([CH3:21])[C:12]2[CH:16]=[CH:17][CH:18]=[CH:19][C:11]=2[NH:10][CH2:9]1. Reactant: C(OC(=O)[NH:7][C@@H:8]1[C:14](=[O:15])[NH:13][C:12]2[CH:16]=[CH:17][CH:18]=[CH:19][C:11]=2[NH:10][CH2:9]1)(C)(C)C.[CH3:21][Si]([N-][Si](C)(C)C)(C)C.[Li+].CI. (3) Reactant: [OH-].[Li+].[F:3][C:4]1[CH:5]=[C:6]([C:10]2[CH:15]=[CH:14][C:13]([C:16]([O:18]C)=[O:17])=[C:12]([N+:20]([O-:22])=[O:21])[CH:11]=2)[CH:7]=[CH:8][CH:9]=1.CO.O. Product: [F:3][C:4]1[CH:5]=[C:6]([C:10]2[CH:15]=[CH:14][C:13]([C:16]([OH:18])=[O:17])=[C:12]([N+:20]([O-:22])=[O:21])[CH:11]=2)[CH:7]=[CH:8][CH:9]=1. The catalyst class is: 1.